This data is from Full USPTO retrosynthesis dataset with 1.9M reactions from patents (1976-2016). The task is: Predict the reactants needed to synthesize the given product. (1) Given the product [CH3:28][O:27][C:23]1[CH:22]=[C:21]([C:18]([C:17]2[CH:29]=[C:13]([C:8]3([C:5]4[CH:4]=[CH:3][C:2]([Cl:1])=[CH:7][CH:6]=4)[O:12][CH2:11][CH2:10][O:9]3)[CH:14]=[CH:15][C:16]=2[NH2:20])=[O:19])[CH:26]=[CH:25][CH:24]=1, predict the reactants needed to synthesize it. The reactants are: [Cl:1][C:2]1[CH:7]=[CH:6][C:5]([C:8]2([C:13]3[CH:14]=[CH:15][C:16]4[C:17]([CH:29]=3)=[C:18]([C:21]3[CH:26]=[CH:25][CH:24]=[C:23]([O:27][CH3:28])[CH:22]=3)[O:19][N:20]=4)[O:12][CH2:11][CH2:10][O:9]2)=[CH:4][CH:3]=1. (2) Given the product [C:33]([O:32][C:30]([N:27]1[CH2:26][CH2:25][CH:24]([O:23][C:20]2[CH:21]=[N:22][C:17]([N:1]3[C:9]4[C:4](=[CH:5][C:6]([NH:10][C:11]([CH:13]5[CH2:14][CH2:15]5)=[O:12])=[CH:7][CH:8]=4)[CH:3]=[CH:2]3)=[CH:18][CH:19]=2)[CH2:29][CH2:28]1)=[O:31])([CH3:36])([CH3:34])[CH3:35], predict the reactants needed to synthesize it. The reactants are: [NH:1]1[C:9]2[C:4](=[CH:5][C:6]([NH:10][C:11]([CH:13]3[CH2:15][CH2:14]3)=[O:12])=[CH:7][CH:8]=2)[CH:3]=[CH:2]1.Cl[C:17]1[N:22]=[CH:21][C:20]([O:23][CH:24]2[CH2:29][CH2:28][N:27]([C:30]([O:32][C:33]([CH3:36])([CH3:35])[CH3:34])=[O:31])[CH2:26][CH2:25]2)=[CH:19][CH:18]=1. (3) Given the product [C:51]([O:50][C:48]([N:43]1[CH2:42][CH2:41][C:40]2[C:45](=[CH:46][CH:47]=[C:38]([NH:37][C:18]([C@@H:13]3[CH2:12][CH2:11][C@@H:10]4[CH2:17][N:14]3[C:15](=[O:16])[N:9]4[O:8][CH2:7][C:1]3[CH:2]=[CH:3][CH:4]=[CH:5][CH:6]=3)=[O:20])[CH:39]=2)[CH2:44]1)=[O:49])([CH3:54])([CH3:52])[CH3:53], predict the reactants needed to synthesize it. The reactants are: [C:1]1([CH2:7][O:8][N:9]2[C:15](=[O:16])[N:14]3[CH2:17][C@H:10]2[CH2:11][CH2:12][C@H:13]3[C:18]([OH:20])=O)[CH:6]=[CH:5][CH:4]=[CH:3][CH:2]=1.C(N(CC)CC)C.[I-].ClC1C=CC=C[N+]=1C.[NH2:37][C:38]1[CH:39]=[C:40]2[C:45](=[CH:46][CH:47]=1)[CH2:44][N:43]([C:48]([O:50][C:51]([CH3:54])([CH3:53])[CH3:52])=[O:49])[CH2:42][CH2:41]2. (4) The reactants are: [O:1]=[C:2]1[NH:6][C:5]2[CH:7]=[CH:8][C:9]([C:11]([OH:13])=O)=[CH:10][C:4]=2[NH:3]1.[NH:14]1[CH2:19][CH2:18][CH2:17][C@@H:16]2[C:20]3[CH:21]=[CH:22][CH:23]=[CH:24][C:25]=3[CH2:26][C@H:15]12.F[P-](F)(F)(F)(F)F.N1(OC(N(C)C)=[N+](C)C)C2N=CC=CC=2N=N1. Given the product [N:14]1([C:11]([C:9]2[CH:8]=[CH:7][C:5]3[NH:6][C:2](=[O:1])[NH:3][C:4]=3[CH:10]=2)=[O:13])[CH2:19][CH2:18][CH2:17][C@@H:16]2[C:20]3[CH:21]=[CH:22][CH:23]=[CH:24][C:25]=3[CH2:26][C@H:15]12, predict the reactants needed to synthesize it. (5) The reactants are: COC(=O)C1C=CC=C(N[C:11](=[O:38])[CH2:12][N:13]2[N:19]=[C:18]([CH:20]3[CH2:25][CH2:24][CH2:23][CH2:22][CH2:21]3)[C:17]3[CH:26]=[CH:27][CH:28]=[CH:29][C:16]=3[N:15]([CH2:30][C:31](=[O:36])[C:32]([CH3:35])([CH3:34])[CH3:33])[C:14]2=[O:37])C=1.[CH2:40]([O:42]C(=O)CSC1C=CC=C(N)C=1)[CH3:41]. Given the product [CH2:40]([O:42][C:11](=[O:38])[CH2:12][N:13]1[N:19]=[C:18]([CH:20]2[CH2:21][CH2:22][CH2:23][CH2:24][CH2:25]2)[C:17]2[CH:26]=[CH:27][CH:28]=[CH:29][C:16]=2[N:15]([CH2:30][C:31](=[O:36])[C:32]([CH3:34])([CH3:33])[CH3:35])[C:14]1=[O:37])[CH3:41], predict the reactants needed to synthesize it. (6) Given the product [O:1]=[C:2]1[C:11]2[CH2:10][CH2:9][CH2:8][CH2:7][C:6]=2[N:5]([C:23]2[CH:22]=[CH:28][CH:27]=[CH:26][CH:25]=2)[C:4]2=[C:12]([C:15]#[N:16])[CH:13]=[N:14][N:3]12, predict the reactants needed to synthesize it. The reactants are: [O:1]=[C:2]1[C:11]2[CH2:10][CH2:9][CH2:8][CH2:7][C:6]=2[NH:5][C:4]2=[C:12]([C:15]#[N:16])[CH:13]=[N:14][N:3]12.CCN([CH2:22][CH3:23])CC.N1C=[CH:28][CH:27]=[CH:26][CH:25]=1. (7) Given the product [C@@H:27]12[CH2:28][C@@H:29]1[CH2:30][C@H:25]([C:23]([NH:22][C:19]1([C:16]3[CH:15]=[CH:14][C:13]([C:11]([O:10][CH3:9])=[O:12])=[CH:18][CH:17]=3)[CH2:20][CH2:21]1)=[O:24])[NH:26]2, predict the reactants needed to synthesize it. The reactants are: C(=O)(OC(C)(C)C)N.[CH3:9][O:10][C:11]([C:13]1[CH:18]=[CH:17][C:16]([C:19]2([NH:22][C:23]([C@H:25]3[CH2:30][C@@H:29]4[C@@H:27]([CH2:28]4)[N:26]3C(OC(C)(C)C)=O)=[O:24])[CH2:21][CH2:20]2)=[CH:15][CH:14]=1)=[O:12]. (8) Given the product [CH2:29]([NH:25][C:16](=[O:17])[C:15]1[CH:19]=[CH:20][C:12]([N:5]2[C:6]3[CH2:7][CH2:8][CH2:9][CH2:10][C:11]=3[C:3]([C:2]([F:1])([F:22])[F:21])=[N:4]2)=[CH:13][CH:14]=1)[CH3:28], predict the reactants needed to synthesize it. The reactants are: [F:1][C:2]([F:22])([F:21])[C:3]1[C:11]2[CH2:10][CH2:9][CH2:8][CH2:7][C:6]=2[N:5]([C:12]2[CH:20]=[CH:19][C:15]([C:16](O)=[O:17])=[CH:14][CH:13]=2)[N:4]=1.C(N1C=CN=C1)([N:25]1[CH:29]=[CH:28]N=C1)=O.C(N)C.